The task is: Predict which catalyst facilitates the given reaction.. This data is from Catalyst prediction with 721,799 reactions and 888 catalyst types from USPTO. (1) The catalyst class is: 2. Reactant: [CH2:1]1[C:5]2([CH2:10][CH2:9][O:8][CH2:7][CH2:6]2)[CH2:4][CH:3]([C:11]([O:13][CH2:14][CH3:15])=[O:12])[NH:2]1.CN(C(ON1N=NC2C=CC=NC1=2)=[N+](C)C)C.F[P-](F)(F)(F)(F)F.[CH3:40][O:41][C:42]([NH:44][C@H:45]([C:49](O)=[O:50])[CH:46]([CH3:48])[CH3:47])=[O:43].CCN(C(C)C)C(C)C. Product: [CH3:40][O:41][C:42]([NH:44][C@H:45]([C:49]([N:2]1[CH:3]([C:11]([O:13][CH2:14][CH3:15])=[O:12])[CH2:4][C:5]2([CH2:10][CH2:9][O:8][CH2:7][CH2:6]2)[CH2:1]1)=[O:50])[CH:46]([CH3:47])[CH3:48])=[O:43]. (2) Reactant: [O:1]=[C:2]1[CH2:7][CH2:6][N:5](C(OC(C)(C)C)=O)[CH2:4][CH2:3]1.[F:15][C:16]([F:21])([F:20])[C:17]([OH:19])=[O:18]. Product: [F:15][C:16]([F:21])([F:20])[C:17]([OH:19])=[O:18].[NH:5]1[CH2:6][CH2:7][C:2](=[O:1])[CH2:3][CH2:4]1. The catalyst class is: 4. (3) Reactant: CCO.O.[CH2:5]([C@:7]1([C:16]([O:18]CC)=[O:17])[CH2:9][C@@H:8]1[C:10]1[CH:15]=[CH:14][CH:13]=[CH:12][CH:11]=1)[CH3:6].[Li+].[OH-]. Product: [CH2:5]([C@:7]1([C:16]([OH:18])=[O:17])[CH2:9][C@@H:8]1[C:10]1[CH:15]=[CH:14][CH:13]=[CH:12][CH:11]=1)[CH3:6]. The catalyst class is: 1. (4) Reactant: Cl.[F:2][C:3]1[CH:4]=[C:5]([NH:9][CH:10]([C:14]2[CH:19]=[CH:18][CH:17]=[CH:16][CH:15]=2)[C:11]([OH:13])=[O:12])[CH:6]=[CH:7][CH:8]=1.[N:20]12[CH2:27][CH2:26][CH:23]([CH2:24][CH2:25]1)[C@@H:22](O)[CH2:21]2.C1CCC(N=C=NC2CCCCC2)CC1.C1C=CC2N(O)N=NC=2C=1. Product: [F:2][C:3]1[CH:4]=[C:5]([NH:9][CH:10]([C:14]2[CH:19]=[CH:18][CH:17]=[CH:16][CH:15]=2)[C:11]([O:13][C@@H:22]2[CH:23]3[CH2:26][CH2:27][N:20]([CH2:25][CH2:24]3)[CH2:21]2)=[O:12])[CH:6]=[CH:7][CH:8]=1. The catalyst class is: 1. (5) Reactant: [CH2:1]1[O:9][C:8]2[C:3](=[C:4]([S:10]([NH2:13])(=[O:12])=[O:11])[CH:5]=[CH:6][CH:7]=2)[O:2]1.C(=O)([O-])[O-].[Cs+].[Cs+].Cl.Cl[CH2:22][N:23]1[C:27]([CH3:28])=[CH:26][C:25]([CH3:29])=[N:24]1.C(OCC)(=O)C.CCCCCC. Product: [CH3:22][N:23]1[C:27]([CH3:28])=[CH:26][C:25]([CH3:29])=[N:24]1.[CH2:1]1[O:9][C:8]2[C:3](=[C:4]([S:10]([NH2:13])(=[O:11])=[O:12])[CH:5]=[CH:6][CH:7]=2)[O:2]1. The catalyst class is: 3. (6) Reactant: [Cl:1][C:2]1[CH:3]=[C:4]([N:13]([CH2:20][CH3:21])[CH:14]2[CH2:19][CH2:18][NH:17][CH2:16][CH2:15]2)[C:5]([CH3:12])=[C:6]([CH:11]=1)[C:7]([O:9][CH3:10])=[O:8].Br[CH2:23][CH2:24][O:25][CH3:26].C([O-])([O-])=O.[K+].[K+]. Product: [Cl:1][C:2]1[CH:3]=[C:4]([N:13]([CH2:20][CH3:21])[CH:14]2[CH2:19][CH2:18][N:17]([CH2:23][CH2:24][O:25][CH3:26])[CH2:16][CH2:15]2)[C:5]([CH3:12])=[C:6]([CH:11]=1)[C:7]([O:9][CH3:10])=[O:8]. The catalyst class is: 47. (7) Reactant: [C:1]([O:4][C:5]1[CH:10]=[CH:9][C:8](C=O)=[CH:7][C:6]=1[O:13][CH3:14])(=[O:3])[CH3:2].C1C=C(Cl)C=C([C:22]([O:24]O)=[O:23])C=1. Product: [C:1]([O:4][C:5]1[CH:10]=[CH:9][C:8]([O:24][CH:22]=[O:23])=[CH:7][C:6]=1[O:13][CH3:14])(=[O:3])[CH3:2]. The catalyst class is: 2. (8) Reactant: Br[C:2]1[CH:3]=[C:4]([C:9]([F:12])([F:11])[F:10])[CH:5]=[C:6]([F:8])[CH:7]=1.C([Li])CCC.[F:18][C:19]([F:26])([F:25])[C:20](OCC)=[O:21].O. Product: [F:18][C:19]([F:26])([F:25])[C:20]([C:2]1[CH:3]=[C:4]([C:9]([F:12])([F:11])[F:10])[CH:5]=[C:6]([F:8])[CH:7]=1)=[O:21]. The catalyst class is: 28. (9) Reactant: [CH3:1][O:2][C:3]1[CH:8]=[CH:7][CH:6]=[C:5]([O:9][CH3:10])[CH:4]=1.C([Li])CCC.CN(C)CCN(C)C.C([O:27][B:28](OC(C)C)[O:29]C(C)C)(C)C.Cl. Product: [CH3:1][O:2][C:3]1[CH:8]=[CH:7][CH:6]=[C:5]([O:9][CH3:10])[C:4]=1[B:28]([OH:29])[OH:27]. The catalyst class is: 27.